Dataset: Full USPTO retrosynthesis dataset with 1.9M reactions from patents (1976-2016). Task: Predict the reactants needed to synthesize the given product. Given the product [CH:13]1([C:2]2[CH:11]=[CH:10][CH:9]=[CH:8][C:3]=2[C:4]([O:6][CH3:7])=[O:5])[CH2:16][CH2:15][CH2:14]1, predict the reactants needed to synthesize it. The reactants are: Br[C:2]1[CH:11]=[CH:10][CH:9]=[CH:8][C:3]=1[C:4]([O:6][CH3:7])=[O:5].[Cl-].[CH:13]1([Zn+])[CH2:16][CH2:15][CH2:14]1.C(=O)(O)[O-].[Na+].